This data is from Forward reaction prediction with 1.9M reactions from USPTO patents (1976-2016). The task is: Predict the product of the given reaction. (1) Given the reactants [Cl:1][C:2]1[CH:7]=[CH:6][C:5]([C:8]2[CH:13]=[CH:12][N:11]3[C:14](=[O:30])[N:15]([CH2:17][C:18]4[C:19]([C:28]#[N:29])=[N:20][C:21]([C:24]([F:27])([F:26])[F:25])=[CH:22][CH:23]=4)[N:16]=[C:10]3[C:9]=2[C:31]2[CH:36]=[CH:35][N:34]=[CH:33][CH:32]=2)=[CH:4][CH:3]=1, predict the reaction product. The product is: [NH2:29][CH2:28][C:19]1[C:18]([CH2:17][N:15]2[C:14](=[O:30])[N:11]3[CH:12]=[CH:13][C:8]([C:5]4[CH:6]=[CH:7][C:2]([Cl:1])=[CH:3][CH:4]=4)=[C:9]([C:31]4[CH:32]=[CH:33][N:34]=[CH:35][CH:36]=4)[C:10]3=[N:16]2)=[CH:23][CH:22]=[C:21]([C:24]([F:25])([F:27])[F:26])[N:20]=1. (2) Given the reactants [CH3:1][C:2]1[C:3]([CH2:12][N:13]2[CH2:18][CH2:17][CH2:16][CH2:15][CH:14]2[C:19]2[CH:28]=[CH:27][C:22]([C:23]([O:25]C)=[O:24])=[CH:21][CH:20]=2)=[C:4]2[C:8](=[C:9]([CH3:11])[CH:10]=1)[NH:7][CH:6]=[CH:5]2.[OH-].[K+], predict the reaction product. The product is: [CH3:1][C:2]1[C:3]([CH2:12][N:13]2[CH2:18][CH2:17][CH2:16][CH2:15][CH:14]2[C:19]2[CH:20]=[CH:21][C:22]([C:23]([OH:25])=[O:24])=[CH:27][CH:28]=2)=[C:4]2[C:8](=[C:9]([CH3:11])[CH:10]=1)[NH:7][CH:6]=[CH:5]2. (3) Given the reactants [Cl:1][C:2]1[CH:7]=[CH:6][C:5](/[CH:8]=[C:9](\[CH3:14])/[C:10]([O:12][CH3:13])=[O:11])=[CH:4][CH:3]=1.C(O)(C(F)(F)F)=O.CO[CH2:24][N:25]([CH2:31][C:32]1[CH:37]=[CH:36][CH:35]=[CH:34][CH:33]=1)[CH2:26][Si](C)(C)C.CCN(CC)CC, predict the reaction product. The product is: [CH3:13][O:12][C:10]([C:9]1([CH3:14])[CH:8]([C:5]2[CH:4]=[CH:3][C:2]([Cl:1])=[CH:7][CH:6]=2)[CH2:24][N:25]([CH2:31][C:32]2[CH:33]=[CH:34][CH:35]=[CH:36][CH:37]=2)[CH2:26]1)=[O:11]. (4) Given the reactants [C:1]([C:3]1[C:8]2[S:9][CH:10]=[CH:11][C:7]=2[C:6]([NH:12][C@H:13]([C@@H:17]([OH:19])[CH3:18])[C:14]([OH:16])=O)=[CH:5][CH:4]=1)#[N:2].[C:20]([C:22]1[CH:31]=[CH:30][C:25]([C:26]([NH:28][NH2:29])=[O:27])=[CH:24][CH:23]=1)#[N:21].C1C=CC2N(O)N=NC=2C=1.C(Cl)CCl.CCN(CC)CC, predict the reaction product. The product is: [C:20]([C:22]1[CH:23]=[CH:24][C:25]([C:26]([NH:28][NH:29][C:14](=[O:16])[C@H:13]([NH:12][C:6]2[C:7]3[CH:11]=[CH:10][S:9][C:8]=3[C:3]([C:1]#[N:2])=[CH:4][CH:5]=2)[C@@H:17]([OH:19])[CH3:18])=[O:27])=[CH:30][CH:31]=1)#[N:21]. (5) Given the reactants [F:1][C:2]([F:14])([F:13])[C:3]1[CH:4]=[C:5]([CH2:9][C:10]([OH:12])=[O:11])[CH:6]=[CH:7][CH:8]=1.S(=O)(=O)(O)O.[CH3:20]O, predict the reaction product. The product is: [CH3:20][O:11][C:10](=[O:12])[CH2:9][C:5]1[CH:6]=[CH:7][CH:8]=[C:3]([C:2]([F:13])([F:14])[F:1])[CH:4]=1. (6) The product is: [C:1]([SH:9])(=[S:8])[C:2]1[CH:7]=[CH:6][CH:5]=[CH:4][CH:3]=1.[C:20]([CH:13]([CH3:19])[CH2:14][CH2:15][C:16]([OH:18])=[O:17])#[N:21]. Given the reactants [C:1]([S-:9])(=[S:8])[C:2]1[CH:7]=[CH:6][CH:5]=[CH:4][CH:3]=1.[Na+].N([C:13]([C:20]#[N:21])([CH3:19])[CH2:14][CH2:15][C:16]([OH:18])=[O:17])=N[C:13]([C:20]#[N:21])([CH3:19])[CH2:14][CH2:15][C:16]([OH:18])=[O:17].C(SSC(=S)C1C=CC=CC=1)(=S)C1C=CC=CC=1, predict the reaction product. (7) Given the reactants [Cl:1][C:2]1[CH:7]=[CH:6][C:5]([Cl:8])=[CH:4][C:3]=1[OH:9].Cl[C:11]1[CH:18]=[CH:17][C:14]([C:15]#[N:16])=[CH:13][C:12]=1[N+:19]([O-:21])=[O:20].C([O-])([O-])=O.[K+].[K+], predict the reaction product. The product is: [Cl:1][C:2]1[CH:7]=[CH:6][C:5]([Cl:8])=[CH:4][C:3]=1[O:9][C:11]1[CH:18]=[CH:17][C:14]([C:15]#[N:16])=[CH:13][C:12]=1[N+:19]([O-:21])=[O:20]. (8) Given the reactants [F:1][C:2]1[CH:3]=[C:4]2[C:8](=[CH:9][CH:10]=1)[N:7]([C:11]1[CH:16]=[C:15]([I:17])[CH:14]=[CH:13][N:12]=1)[N:6]=[C:5]2[C:18]([OH:20])=O.[Cl-].[NH4+:22], predict the reaction product. The product is: [F:1][C:2]1[CH:3]=[C:4]2[C:8](=[CH:9][CH:10]=1)[N:7]([C:11]1[CH:16]=[C:15]([I:17])[CH:14]=[CH:13][N:12]=1)[N:6]=[C:5]2[C:18]([NH2:22])=[O:20]. (9) Given the reactants [C:1]([O:5][C:6](=[O:17])[NH:7][CH2:8][CH2:9][C:10]1[CH:15]=[CH:14][CH:13]=[CH:12][C:11]=1Br)([CH3:4])([CH3:3])[CH3:2].[B:18]1([B:18]2[O:22][C:21]([CH3:24])([CH3:23])[C:20]([CH3:26])([CH3:25])[O:19]2)[O:22][C:21]([CH3:24])([CH3:23])[C:20]([CH3:26])([CH3:25])[O:19]1.C([O-])(=O)C.[K+], predict the reaction product. The product is: [C:1]([O:5][C:6](=[O:17])[NH:7][CH2:8][CH2:9][C:10]1[CH:15]=[CH:14][CH:13]=[CH:12][C:11]=1[B:18]1[O:22][C:21]([CH3:24])([CH3:23])[C:20]([CH3:26])([CH3:25])[O:19]1)([CH3:4])([CH3:3])[CH3:2].